This data is from Catalyst prediction with 721,799 reactions and 888 catalyst types from USPTO. The task is: Predict which catalyst facilitates the given reaction. (1) Reactant: [CH3:1][O:2][C:3]1[C:12]([O:13][CH3:14])=[CH:11][CH:10]=[C:9]2[C:4]=1[CH2:5][CH2:6][CH2:7][C:8]2=O.[Si]([C:20]#[N:21])(C)(C)C.B(F)(F)F.CCOCC. Product: [CH3:1][O:2][C:3]1[C:12]([O:13][CH3:14])=[CH:11][CH:10]=[C:9]2[C:4]=1[CH2:5][CH2:6][CH:7]=[C:8]2[C:20]#[N:21]. The catalyst class is: 11. (2) Reactant: [CH3:1][O:2][C:3]1[CH:8]=[C:7]([CH:9]([O:14][C:15]2[CH:16]=[C:17]3[C:21](=[CH:22][CH:23]=2)[N:20]([C:24]2[CH:29]=[CH:28][CH:27]=[CH:26][N:25]=2)[N:19]=[CH:18]3)[CH:10]([NH2:13])[CH2:11][CH3:12])[CH:6]=[CH:5][N:4]=1.C(N(CC)CC)C.[CH:37]1([S:40](Cl)(=[O:42])=[O:41])[CH2:39][CH2:38]1.[NH4+].[Cl-]. Product: [CH3:1][O:2][C:3]1[CH:8]=[C:7]([CH:9]([O:14][C:15]2[CH:16]=[C:17]3[C:21](=[CH:22][CH:23]=2)[N:20]([C:24]2[CH:29]=[CH:28][CH:27]=[CH:26][N:25]=2)[N:19]=[CH:18]3)[CH:10]([NH:13][S:40]([CH:37]2[CH2:39][CH2:38]2)(=[O:42])=[O:41])[CH2:11][CH3:12])[CH:6]=[CH:5][N:4]=1. The catalyst class is: 154.